The task is: Predict the reaction yield, written as a fraction of the theoretical maximum amount of product (1.0 means a 100% yield; for example, 0.34 means a 34% yield).. This data is from Reaction yield outcomes from USPTO patents with 853,638 reactions. (1) The reactants are [N:1]1[C:5]2[CH:6]=[CH:7][CH:8]=[CH:9][C:4]=2[NH:3][C:2]=1[CH2:10][C:11]#[N:12].[CH:13]1[CH2:18][CH2:17][CH2:16][CH:15]([CH:19]([C:25]([CH3:27])=O)[C:20](OCC)=[O:21])[CH:14]=1.C([O-])(=O)C.[NH4+]. The catalyst is O. The product is [CH:13]1[CH2:18][CH2:17][CH2:16][CH:15]([C:19]2[C:20](=[O:21])[N:3]3[C:2]([NH:1][C:5]4[CH:6]=[CH:7][CH:8]=[CH:9][C:4]=43)=[C:10]([C:11]#[N:12])[C:25]=2[CH3:27])[CH:14]=1. The yield is 0.530. (2) The reactants are [C:1]([C:5]1[C:9]([CH2:10][CH2:11][C:12]([O:14][CH3:15])=[O:13])=[CH:8][NH:7][N:6]=1)([CH3:4])([CH3:3])[CH3:2].[H-].[Na+].Cl[C:19]1[CH:24]=[CH:23][C:22]([Cl:25])=[CH:21][N:20]=1.Cl. The catalyst is CN(C)C=O. The product is [C:1]([C:5]1[C:9]([CH2:10][CH2:11][C:12]([O:14][CH3:15])=[O:13])=[CH:8][N:7]([C:19]2[CH:24]=[CH:23][C:22]([Cl:25])=[CH:21][N:20]=2)[N:6]=1)([CH3:4])([CH3:2])[CH3:3]. The yield is 0.810. (3) The reactants are [CH2:1]([C:3]1[CH:8]=[CH:7][CH:6]=[CH:5][C:4]=1[OH:9])[CH3:2].C(=O)([O-])[O-].[K+].[K+].[CH2:16]([O:18][C:19](=[O:22])[CH2:20]Br)[CH3:17]. The catalyst is CN(C=O)C. The product is [CH2:1]([C:3]1[CH:8]=[CH:7][CH:6]=[CH:5][C:4]=1[O:9][CH2:20][C:19]([O:18][CH2:16][CH3:17])=[O:22])[CH3:2]. The yield is 0.820. (4) The reactants are OS(O)(=O)=O.[F:6][C:7]1[CH:8]=[CH:9][C:10]([SH:15])=[C:11]([CH:14]=1)[C:12]#[N:13].C([O-])(O)=[O:17].[Na+]. No catalyst specified. The product is [F:6][C:7]1[CH:8]=[CH:9][C:10]2[S:15][NH:13][C:12](=[O:17])[C:11]=2[CH:14]=1. The yield is 0.230. (5) The reactants are [Li]CCCC.Br[C:7]1[CH:12]=[C:11]([O:13][CH2:14][O:15][CH3:16])[CH:10]=[C:9]([Br:17])[CH:8]=1.CN([CH:21]=[O:22])C.O. The catalyst is CCOCC. The product is [Br:17][C:9]1[CH:8]=[C:7]([CH:12]=[C:11]([O:13][CH2:14][O:15][CH3:16])[CH:10]=1)[CH:21]=[O:22]. The yield is 0.740. (6) The yield is 0.880. The catalyst is C(O)CC.C1C=CC(P(C2C=CC=CC=2)[C-]2C=CC=C2)=CC=1.C1C=CC(P(C2C=CC=CC=2)[C-]2C=CC=C2)=CC=1.Cl[Pd]Cl.[Fe+2]. The product is [F:25][C:3]1[C:2]([CH:26]=[CH2:27])=[CH:24][C:6]2[C:7]3[N:11]([CH2:12][CH2:13][O:14][C:5]=2[CH:4]=1)[CH:10]=[C:9]([C:15]1[N:16]([CH:21]([CH3:23])[CH3:22])[N:17]=[C:18]([CH3:20])[N:19]=1)[N:8]=3. The reactants are Br[C:2]1[C:3]([F:25])=[CH:4][C:5]2[O:14][CH2:13][CH2:12][N:11]3[C:7](=[N:8][C:9]([C:15]4[N:16]([CH:21]([CH3:23])[CH3:22])[N:17]=[C:18]([CH3:20])[N:19]=4)=[CH:10]3)[C:6]=2[CH:24]=1.[CH:26]([B-](F)(F)F)=[CH2:27].[K+].C(N(CC)CC)C. (7) The reactants are C([O:3][C:4](=O)[CH2:5][C:6]1[N:7]=[C:8]([C:11]2[CH:16]=[CH:15][C:14]([Cl:17])=[CH:13][CH:12]=2)[S:9][CH:10]=1)C.CC(C[AlH]CC(C)C)C.[C@H](O)(C([O-])=O)[C@@H](O)C([O-])=O.[Na+].[K+]. The catalyst is C1COCC1.C1(C)C=CC=CC=1. The product is [Cl:17][C:14]1[CH:13]=[CH:12][C:11]([C:8]2[S:9][CH:10]=[C:6]([CH2:5][CH2:4][OH:3])[N:7]=2)=[CH:16][CH:15]=1. The yield is 1.10. (8) The reactants are Cl.[Br:2][C:3]1[CH:4]=[C:5]([NH:9]N)[CH:6]=[CH:7][CH:8]=1.O=[C:12]1[CH2:18][CH2:17][CH2:16][N:15]([C:19]([O:21][C:22]([CH3:25])([CH3:24])[CH3:23])=[O:20])[CH2:14][CH2:13]1.[CH3:26]C(OC(OC(OC(C)(C)C)=O)=O)(C)C.C([O-])([O-])=O.[K+].[K+].[H-].[Na+].CI. The catalyst is CN(C=O)C.O.O.CC(O)C.CCO. The product is [Br:2][C:3]1[CH:8]=[CH:7][C:6]2[C:18]3[CH2:17][CH2:16][N:15]([C:19]([O:21][C:22]([CH3:25])([CH3:24])[CH3:23])=[O:20])[CH2:14][CH2:13][C:12]=3[N:9]([CH3:26])[C:5]=2[CH:4]=1. The yield is 0.0600. (9) The reactants are [F:1][C:2]([F:99])([F:98])[C:3]1[CH:4]=[C:5]([CH:91]=[C:92]([C:94]([F:97])([F:96])[F:95])[CH:93]=1)[C:6]([N:8]1[CH2:12][C@@:11]([CH2:20][CH2:21][N:22]2[CH2:27][CH2:26][C:25]3([C:35]4[C:30](=[CH:31][CH:32]=[CH:33][CH:34]=4)[CH2:29][C@@H:28]3[O:36][CH2:37][C:38]([N:40]([CH3:90])[CH2:41][CH2:42][CH2:43][N:44]([CH3:89])[C:45]([C:47]3[CH:48]=[C:49]([CH:86]=[CH:87][CH:88]=3)[CH2:50][N:51]([CH3:85])[CH2:52][CH2:53][CH2:54][CH2:55][CH2:56][C:57]([N:59]([CH3:84])[CH2:60][CH2:61][N:62]3[CH2:67][CH2:66][CH:65]([N:68]([C:72]4[CH:77]=[CH:76][CH:75]=[CH:74][C:73]=4[C:78]4[CH:83]=[CH:82][CH:81]=[CH:80][CH:79]=4)[C:69](=[O:71])[O-:70])[CH2:64][CH2:63]3)=[O:58])=[O:46])=[O:39])[CH2:24][CH2:23]2)([C:13]2[CH:18]=[CH:17][C:16]([F:19])=[CH:15][CH:14]=2)[O:10][CH2:9]1)=[O:7].[ClH:100].O1CCOCC1. The catalyst is ClCCl. The product is [ClH:100].[ClH:100].[ClH:100].[F:97][C:94]([F:95])([F:96])[C:92]1[CH:91]=[C:5]([CH:4]=[C:3]([C:2]([F:1])([F:98])[F:99])[CH:93]=1)[C:6]([N:8]1[CH2:12][C@@:11]([CH2:20][CH2:21][N:22]2[CH2:23][CH2:24][C:25]3([C:35]4[C:30](=[CH:31][CH:32]=[CH:33][CH:34]=4)[CH2:29][C@@H:28]3[O:36][CH2:37][C:38]([N:40]([CH3:90])[CH2:41][CH2:42][CH2:43][N:44]([CH3:89])[C:45]([C:47]3[CH:48]=[C:49]([CH:86]=[CH:87][CH:88]=3)[CH2:50][N:51]([CH3:85])[CH2:52][CH2:53][CH2:54][CH2:55][CH2:56][C:57]([N:59]([CH3:84])[CH2:60][CH2:61][N:62]3[CH2:67][CH2:66][CH:65]([N:68]([C:72]4[CH:77]=[CH:76][CH:75]=[CH:74][C:73]=4[C:78]4[CH:79]=[CH:80][CH:81]=[CH:82][CH:83]=4)[C:69](=[O:70])[OH:71])[CH2:64][CH2:63]3)=[O:58])=[O:46])=[O:39])[CH2:26][CH2:27]2)([C:13]2[CH:14]=[CH:15][C:16]([F:19])=[CH:17][CH:18]=2)[O:10][CH2:9]1)=[O:7]. The yield is 0.500. (10) The reactants are Br[C:2]1[CH:7]=[CH:6][C:5]([C:8]2[O:12][C:11]3=[CH:13][N:14]=[C:15]([CH3:16])[N:10]3[N:9]=2)=[CH:4][CH:3]=1.[C:17]1([CH:23]2[C:28]3[N:29]=[C:30]([NH2:32])[S:31][C:27]=3[CH2:26][CH2:25][CH2:24]2)[CH:22]=[CH:21][CH:20]=[CH:19][CH:18]=1.C1C=CC(P(C2C(C3C(P(C4C=CC=CC=4)C4C=CC=CC=4)=CC=C4C=3C=CC=C4)=C3C(C=CC=C3)=CC=2)C2C=CC=CC=2)=CC=1.CC(C)([O-])C.[Na+]. The catalyst is C1C=CC(/C=C/C(/C=C/C2C=CC=CC=2)=O)=CC=1.C1C=CC(/C=C/C(/C=C/C2C=CC=CC=2)=O)=CC=1.C1C=CC(/C=C/C(/C=C/C2C=CC=CC=2)=O)=CC=1.[Pd].[Pd].O1CCOCC1. The product is [CH3:16][C:15]1[N:10]2[C:11]([O:12][C:8]([C:5]3[CH:6]=[CH:7][C:2]([NH:32][C:30]4[S:31][C:27]5[CH2:26][CH2:25][CH2:24][CH:23]([C:17]6[CH:18]=[CH:19][CH:20]=[CH:21][CH:22]=6)[C:28]=5[N:29]=4)=[CH:3][CH:4]=3)=[N:9]2)=[CH:13][N:14]=1. The yield is 0.175.